Predict which catalyst facilitates the given reaction. From a dataset of Catalyst prediction with 721,799 reactions and 888 catalyst types from USPTO. (1) Reactant: [CH2:1]([S:3][C:4]1[C:5]([C:14]([NH:16][C:17]2[C:18]([OH:29])=[N:19][CH:20]=[C:21]([S:23]([C:25]([F:28])([F:27])[F:26])=[O:24])[CH:22]=2)=O)=[N:6][CH:7]=[C:8]([C:10]([F:13])([F:12])[F:11])[CH:9]=1)[CH3:2].COCCOC(/N=N/C(OCCOC)=O)=O.C1(P(C2C=CC=CC=2)C2C=CC=CC=2)C=CC=CC=1. The catalyst class is: 1. Product: [CH2:1]([S:3][C:4]1[C:5]([C:14]2[O:29][C:18]3[C:17]([N:16]=2)=[CH:22][C:21]([S:23]([C:25]([F:27])([F:28])[F:26])=[O:24])=[CH:20][N:19]=3)=[N:6][CH:7]=[C:8]([C:10]([F:11])([F:13])[F:12])[CH:9]=1)[CH3:2]. (2) Reactant: [OH-].[Li+].[Br:3][C:4]1[CH:9]=[CH:8][C:7]([CH2:10][CH2:11][C:12]([CH3:22])([S:18]([CH3:21])(=[O:20])=[O:19])[C:13]([O:15]CC)=[O:14])=[CH:6][CH:5]=1.Cl. Product: [Br:3][C:4]1[CH:9]=[CH:8][C:7]([CH2:10][CH2:11][C:12]([CH3:22])([S:18]([CH3:21])(=[O:20])=[O:19])[C:13]([OH:15])=[O:14])=[CH:6][CH:5]=1. The catalyst class is: 87. (3) Reactant: [CH:1]([S:4]([C:7]1[C:8]([C@H:13]2[C@H:17]([C:18]([O:20][CH2:21][CH3:22])=[O:19])[CH2:16][CH2:15][N:14]2C(OC(C)(C)C)=O)=[N:9][CH:10]=[CH:11][CH:12]=1)(=[O:6])=[O:5])([CH3:3])[CH3:2].Cl.O1CCOCC1. Product: [CH:1]([S:4]([C:7]1[C:8]([C@H:13]2[C@H:17]([C:18]([O:20][CH2:21][CH3:22])=[O:19])[CH2:16][CH2:15][NH:14]2)=[N:9][CH:10]=[CH:11][CH:12]=1)(=[O:5])=[O:6])([CH3:3])[CH3:2]. The catalyst class is: 25. (4) Reactant: Br[C:2]1[CH:10]=[C:9]([CH3:11])[CH:8]=[C:7]2[C:3]=1[CH:4]=[N:5][N:6]2[CH:12]1[CH2:17][CH2:16][CH2:15][CH2:14][O:13]1.[CH3:18][N:19]1C(=O)CCC1. Product: [CH3:11][C:9]1[CH:10]=[C:2]([C:18]#[N:19])[C:3]2[CH:4]=[N:5][N:6]([CH:12]3[CH2:17][CH2:16][CH2:15][CH2:14][O:13]3)[C:7]=2[CH:8]=1. The catalyst class is: 380. (5) Reactant: [CH:1]([C:3]1([CH2:9][C:10]([O:12]CC)=[O:11])[CH2:8][CH2:7][CH2:6][CH2:5][CH2:4]1)=[O:2].[OH-].[K+].O. Product: [CH:1]([C:3]1([CH2:9][C:10]([OH:12])=[O:11])[CH2:8][CH2:7][CH2:6][CH2:5][CH2:4]1)=[O:2]. The catalyst class is: 8.